Dataset: Full USPTO retrosynthesis dataset with 1.9M reactions from patents (1976-2016). Task: Predict the reactants needed to synthesize the given product. (1) Given the product [Cl:11][C:12]1[CH:20]=[CH:19][C:15]([C:16]([N:4]2[C:5]3[CH:10]=[CH:9][CH:8]=[CH:7][C:6]=3[O:1][CH2:2][CH2:3]2)=[O:17])=[CH:14][C:13]=1[OH:21], predict the reactants needed to synthesize it. The reactants are: [O:1]1[C:6]2[CH:7]=[CH:8][CH:9]=[CH:10][C:5]=2[NH:4][CH2:3][CH2:2]1.[Cl:11][C:12]1[CH:20]=[CH:19][C:15]([C:16](Cl)=[O:17])=[CH:14][C:13]=1[OH:21]. (2) Given the product [Cl:1][C:2]1[CH:7]=[CH:6][CH:5]=[CH:4][C:3]=1[N:8]1[C:12]2=[N:13][CH:14]=[N:15][C:16]([O:17][CH:18]([CH2:19][CH2:20][C:21]([NH2:38])=[O:23])[C:24]([NH:26][C:27]3[CH:32]=[CH:31][C:30]([CH3:33])=[CH:29][N:28]=3)=[O:25])=[C:11]2[CH:10]=[N:9]1, predict the reactants needed to synthesize it. The reactants are: [Cl:1][C:2]1[CH:7]=[CH:6][CH:5]=[CH:4][C:3]=1[N:8]1[C:12]2=[N:13][CH:14]=[N:15][C:16]([O:17][CH:18]([C:24]([NH:26][C:27]3[CH:32]=[CH:31][C:30]([CH3:33])=[CH:29][N:28]=3)=[O:25])[CH2:19][CH2:20][C:21]([OH:23])=O)=[C:11]2[CH:10]=[N:9]1.[Cl-].[NH4+].CC[N:38](C(C)C)C(C)C.CN(C(ON1N=NC2C=CC=CC1=2)=[N+](C)C)C.[B-](F)(F)(F)F.